Dataset: Full USPTO retrosynthesis dataset with 1.9M reactions from patents (1976-2016). Task: Predict the reactants needed to synthesize the given product. (1) Given the product [CH2:1]([O:8][C:9]1[CH:14]=[CH:13][C:12]([C:15]2[NH:29][C:18]3=[N:19][C:20]([CH:23]4[CH2:28][CH2:27][N:26]([C:40]([O:42][CH2:43][CH3:44])=[O:41])[CH2:25][CH2:24]4)=[CH:21][CH:22]=[C:17]3[N:16]=2)=[CH:11][CH:10]=1)[C:2]1[CH:3]=[CH:4][CH:5]=[CH:6][CH:7]=1, predict the reactants needed to synthesize it. The reactants are: [CH2:1]([O:8][C:9]1[CH:14]=[CH:13][C:12]([C:15]2[NH:29][C:18]3=[N:19][C:20]([CH:23]4[CH2:28][CH2:27][NH:26][CH2:25][CH2:24]4)=[CH:21][CH:22]=[C:17]3[N:16]=2)=[CH:11][CH:10]=1)[C:2]1[CH:7]=[CH:6][CH:5]=[CH:4][CH:3]=1.CCN(C(C)C)C(C)C.Cl[C:40]([O:42][CH2:43][CH3:44])=[O:41].O. (2) Given the product [CH3:13][O:15][C:16](=[O:21])[CH2:17][CH2:25][CH2:26][CH2:27][CH2:28][CH2:7][C:5](=[O:6])[C:2]([F:4])([F:3])[F:1], predict the reactants needed to synthesize it. The reactants are: [F:1][C:2]([C:5]([C:7](F)(F)F)=[O:6])([F:4])[F:3].FC(F)(F)[C:13]([O:15][C:16](=[O:21])[C:17](F)(F)F)=O.N1C=[CH:28][CH:27]=[CH:26][CH:25]=1.O. (3) Given the product [CH:71]1([N:68]2[CH2:67][CH2:66][CH:65]([NH:64][C:26]([C@H:23]3[CH2:24][CH2:25][C@H:20]([N:14]4[C:13]5[C:7]6[S:6][C:5]([NH:4][C:1](=[O:3])[CH3:2])=[N:9][C:8]=6[CH2:10][CH2:11][C:12]=5[C:16]([CH:17]5[CH2:18][CH2:19]5)=[N:15]4)[CH2:21][CH2:22]3)=[O:28])[CH2:70][CH2:69]2)[CH2:75][CH2:74][CH2:73][CH2:72]1, predict the reactants needed to synthesize it. The reactants are: [C:1]([NH:4][C:5]1[S:6][C:7]2[C:13]3[N:14]([C@H:20]4[CH2:25][CH2:24][C@H:23]([C:26]([OH:28])=O)[CH2:22][CH2:21]4)[N:15]=[C:16]([CH:17]4[CH2:19][CH2:18]4)[C:12]=3[CH2:11][CH2:10][C:8]=2[N:9]=1)(=[O:3])[CH3:2].CN(C(ON1N=NC2C=CC=NC1=2)=[N+](C)C)C.F[P-](F)(F)(F)(F)F.C(N(C(C)C)CC)(C)C.Cl.Cl.[NH2:64][CH:65]1[CH2:70][CH2:69][N:68]([CH:71]2[CH2:75][CH2:74][CH2:73][CH2:72]2)[CH2:67][CH2:66]1. (4) Given the product [OH:1][C:2]1[C:3](=[O:13])[NH:4][CH:5]=[CH:6][C:7]=1[C:8]([OH:10])=[O:9], predict the reactants needed to synthesize it. The reactants are: [OH:1][C:2]1[C:3](=[O:13])[NH:4][CH:5]=[CH:6][C:7]=1[C:8]([O:10]CC)=[O:9].[Li+].[OH-].O.